Dataset: Full USPTO retrosynthesis dataset with 1.9M reactions from patents (1976-2016). Task: Predict the reactants needed to synthesize the given product. (1) Given the product [NH2:8][C:5]1[CH:6]=[CH:7][C:2]([CH3:1])=[C:3]([N:11]2[CH2:34][CH2:33][C:14]3[N:15]=[C:16]([NH:19][C:20]4[CH:25]=[CH:24][C:23]([N:26]5[CH2:27][CH2:28][N:29]([CH3:32])[CH2:30][CH2:31]5)=[CH:22][CH:21]=4)[N:17]=[CH:18][C:13]=3[C:12]2=[O:35])[CH:4]=1, predict the reactants needed to synthesize it. The reactants are: [CH3:1][C:2]1[CH:7]=[CH:6][C:5]([N+:8]([O-])=O)=[CH:4][C:3]=1[N:11]1[CH2:34][CH2:33][C:14]2[N:15]=[C:16]([NH:19][C:20]3[CH:25]=[CH:24][C:23]([N:26]4[CH2:31][CH2:30][N:29]([CH3:32])[CH2:28][CH2:27]4)=[CH:22][CH:21]=3)[N:17]=[CH:18][C:13]=2[C:12]1=[O:35].C1COCC1. (2) Given the product [CH3:4][O:5][C:6]([C:7]1[C:17]([CH3:18])=[N:3][N:2]([CH3:1])[C:8]=1[CH2:9][C:10]1[CH:15]=[CH:14][CH:13]=[CH:12][CH:11]=1)=[O:20].[CH3:4][O:5][C:6]([C:7]1[C:8]([CH2:9][C:10]2[CH:15]=[CH:14][CH:13]=[CH:12][CH:11]=2)=[N:3][N:2]([CH3:1])[C:17]=1[CH3:18])=[O:20], predict the reactants needed to synthesize it. The reactants are: [CH3:1][NH:2][NH2:3].[CH3:4][O:5][C:6](=[O:20])[CH:7]([C:17](=O)[CH3:18])[C:8](=O)[CH2:9][C:10]1[CH:15]=[CH:14][CH:13]=[CH:12][CH:11]=1. (3) Given the product [Br:1][C:2]1[CH:3]=[CH:4][C:5]([C:8]2[O:12][N:11]=[C:10]([CH3:13])[C:9]=2[NH:14][CH:23]([CH3:24])[CH2:22][S:21][C:15]2[CH:20]=[CH:19][CH:18]=[CH:17][CH:16]=2)=[CH:6][CH:7]=1, predict the reactants needed to synthesize it. The reactants are: [Br:1][C:2]1[CH:7]=[CH:6][C:5]([C:8]2[O:12][N:11]=[C:10]([CH3:13])[C:9]=2[NH2:14])=[CH:4][CH:3]=1.[C:15]1([S:21][CH2:22][C:23](=O)[CH3:24])[CH:20]=[CH:19][CH:18]=[CH:17][CH:16]=1. (4) Given the product [F:26][C:23]1([F:27])[CH2:24][CH2:25][C@@H:20]([NH:19][C:32]([C:9]2[C:10]3=[N:11][CH:12]=[CH:13][CH:14]=[C:15]3[N:7]([CH2:6][C:5]3[CH:17]=[CH:18][C:2]([F:1])=[CH:3][CH:4]=3)[CH:8]=2)=[O:50])[C@H:21]([OH:28])[CH2:22]1, predict the reactants needed to synthesize it. The reactants are: [F:1][C:2]1[CH:18]=[CH:17][C:5]([CH2:6][N:7]2[C:15]3[C:10](=[N:11][CH:12]=[CH:13][CH:14]=3)[C:9](I)=[CH:8]2)=[CH:4][CH:3]=1.[NH2:19][C@@H:20]1[CH2:25][CH2:24][C:23]([F:27])([F:26])[CH2:22][C@H:21]1[OH:28].CC1(C)C2C(=C(P(C3C=CC=CC=3)C3C=CC=CC=3)C=CC=2)[O:50][C:32]2C(P(C3C=CC=CC=3)C3C=CC=CC=3)=CC=CC1=2. (5) The reactants are: [F:1][C:2]([F:13])([F:12])[C:3]1[CH:8]=[CH:7][C:6](B(O)O)=[CH:5][CH:4]=1.Br[C:15]1[CH:22]=[CH:21][C:18]([CH:19]=[O:20])=[CH:17][CH:16]=1.C(=O)([O-])[O-].[K+].[K+].CCOC(C)=O.CCCCCC. Given the product [F:1][C:2]([F:13])([F:12])[C:3]1[CH:8]=[CH:7][C:6]([C:15]2[CH:22]=[CH:21][C:18]([CH:19]=[O:20])=[CH:17][CH:16]=2)=[CH:5][CH:4]=1, predict the reactants needed to synthesize it. (6) Given the product [Cl:1][C:2]1[N:3]=[C:4]([NH2:12])[C:5]2[CH:10]=[CH:9][NH:8][C:6]=2[N:7]=1, predict the reactants needed to synthesize it. The reactants are: [Cl:1][C:2]1[N:3]=[C:4](Cl)[C:5]2[CH:10]=[CH:9][NH:8][C:6]=2[N:7]=1.[NH3:12]. (7) Given the product [Cl:1][C:2]1[CH:3]=[CH:4][C:5]2[N:6]([C:8]([C:11]([C:13]3[CH:14]=[C:15]4[C:19](=[CH:20][C:21]=3[F:22])[N:18]([CH3:23])[N:17]=[CH:16]4)([OH:12])[CH3:24])=[CH:9][N:10]=2)[N:7]=1, predict the reactants needed to synthesize it. The reactants are: [Cl:1][C:2]1[CH:3]=[CH:4][C:5]2[N:6]([C:8]([C:11]([C:13]3[CH:14]=[C:15]4[C:19](=[CH:20][C:21]=3[F:22])[N:18]([CH3:23])[N:17]=[CH:16]4)=[O:12])=[CH:9][N:10]=2)[N:7]=1.[CH3:24][Mg]Br. (8) Given the product [Br:1][C:2]1[CH:3]=[C:4]2[C:9](=[CH:10][CH:11]=1)[N:8]=[CH:7][N:6]=[C:5]2[C:12]1[CH:13]=[C:14]([CH:18]=[CH:19][CH:20]=1)[C:15]([N:57]1[CH2:58][CH2:59][N:54]([C:60](=[O:62])[CH3:61])[CH2:55][CH2:56]1)=[O:17], predict the reactants needed to synthesize it. The reactants are: [Br:1][C:2]1[CH:3]=[C:4]2[C:9](=[CH:10][CH:11]=1)[N:8]=[CH:7][N:6]=[C:5]2[C:12]1[CH:13]=[C:14]([CH:18]=[CH:19][CH:20]=1)[C:15]([OH:17])=O.CN(C(ON1N=NC2C=CC=CC1=2)=[N+](C)C)C.F[P-](F)(F)(F)(F)F.CCN(C(C)C)C(C)C.[N:54]1([C:60](=[O:62])[CH3:61])[CH2:59][CH2:58][NH:57][CH2:56][CH2:55]1. (9) Given the product [CH2:16]([O:18][C:19](=[O:30])[CH2:20][CH2:21][CH2:22][C:23]1[CH:24]=[CH:25][C:26]([N:29]2[CH2:13][C:5]3[C:4](=[CH:9][CH:8]=[C:7]([N+:10]([O-:12])=[O:11])[CH:6]=3)[C:3]2=[O:15])=[CH:27][CH:28]=1)[CH3:17], predict the reactants needed to synthesize it. The reactants are: CO[C:3](=[O:15])[C:4]1[CH:9]=[CH:8][C:7]([N+:10]([O-:12])=[O:11])=[CH:6][C:5]=1[CH2:13]Br.[CH2:16]([O:18][C:19](=[O:30])[CH2:20][CH2:21][CH2:22][C:23]1[CH:28]=[CH:27][C:26]([NH2:29])=[CH:25][CH:24]=1)[CH3:17].NC1C=CC=CC=1.